Task: Predict which catalyst facilitates the given reaction.. Dataset: Catalyst prediction with 721,799 reactions and 888 catalyst types from USPTO Reactant: [NH2:1][C:2]1[CH:7]=[CH:6][C:5]([C:8]2[CH:9]=[CH:10][C:11]3[N:12]([N:14]=[C:15]([NH2:17])[N:16]=3)[N:13]=2)=[CH:4][CH:3]=1.CCN(C(C)C)C(C)C.[F:27][C:28]1[CH:33]=[CH:32][C:31]([CH2:34][C:35](O)=[O:36])=[CH:30][CH:29]=1.CN(C(ON1N=NC2C=CC=NC1=2)=[N+](C)C)C.F[P-](F)(F)(F)(F)F. Product: [NH2:17][C:15]1[N:16]=[C:11]2[N:12]([N:13]=[C:8]([C:5]3[CH:4]=[CH:3][C:2]([NH:1][C:35](=[O:36])[CH2:34][C:31]4[CH:32]=[CH:33][C:28]([F:27])=[CH:29][CH:30]=4)=[CH:7][CH:6]=3)[CH:9]=[CH:10]2)[N:14]=1. The catalyst class is: 20.